Dataset: Reaction yield outcomes from USPTO patents with 853,638 reactions. Task: Predict the reaction yield, written as a fraction of the theoretical maximum amount of product (1.0 means a 100% yield; for example, 0.34 means a 34% yield). (1) The reactants are N[C:2]1[CH:3]=[C:4]([C:7]([C:10]2[CH:15]=[CH:14][C:13]([Cl:16])=[CH:12][C:11]=2[Cl:17])=[CH:8][N:9]=1)[C:5]#[N:6].N([O-])=O.[Na+].[ClH:22]. No catalyst specified. The product is [Cl:22][C:2]1[CH:3]=[C:4]([C:7]([C:10]2[CH:15]=[CH:14][C:13]([Cl:16])=[CH:12][C:11]=2[Cl:17])=[CH:8][N:9]=1)[C:5]#[N:6]. The yield is 0.480. (2) The reactants are Cl[C:2]1[N:7]2[N:8]=[C:9]([C:11]3[CH:16]=[CH:15][CH:14]=[CH:13][CH:12]=3)[CH:10]=[C:6]2[N:5]=[C:4]([CH3:17])[C:3]=1[F:18]. The catalyst is CC(O)=O.[Zn]. The product is [F:18][C:3]1[C:4]([CH3:17])=[N:5][C:6]2[N:7]([N:8]=[C:9]([C:11]3[CH:16]=[CH:15][CH:14]=[CH:13][CH:12]=3)[CH:10]=2)[CH:2]=1. The yield is 0.900. (3) The reactants are [CH3:1][C:2]([N:7]1[CH:11]=[C:10]([N+:12]([O-])=O)[C:9]([CH3:15])=[N:8]1)([CH3:6])[C:3]([NH2:5])=[O:4].[H][H]. The catalyst is CO.[Pd]. The product is [NH2:12][C:10]1[C:9]([CH3:15])=[N:8][N:7]([C:2]([CH3:1])([CH3:6])[C:3]([NH2:5])=[O:4])[CH:11]=1. The yield is 0.930. (4) No catalyst specified. The reactants are CC(NC(=O)[C:7]1[CH:12]=[CH:11][CH:10]=[C:9](C(F)(F)F)[C:8]=1[Cl:17])C#C.N1[N:23]2[CH:24]=[CH:25][CH:26]=[N:27][C:22]2=[N:21]N=1.[Cl:28][C:29]1[CH:37]=[C:36](F)[CH:35]=[CH:34][C:30]=1[C:31]([Cl:33])=[O:32].[CH3:39][CH2:40]N(C(C)C)C(C)C.[CH:48]1C=CC=C[CH:49]=1.C(Br)C=C. The yield is 0.520. The product is [Cl:28][C:29]1[CH:37]=[C:36]([Cl:17])[CH:35]=[CH:34][C:30]=1[C:31]([Cl:33])=[O:32].[CH2:48]([C:22]1[N:27]([C:7]2[CH:8]=[CH:9][CH:10]=[CH:11][CH:12]=2)[C:26]2[CH:25]=[CH:24][N:23]=[CH:40][C:39]=2[N:21]=1)[CH3:49]. (5) The reactants are [CH3:1][N:2]1[CH2:7][CH2:6][NH:5][CH2:4][CH2:3]1.CCN(CC)CC.F[C:16]1[CH:21]=[CH:20][C:19]([N+:22]([O-:24])=[O:23])=[CH:18][C:17]=1[F:25]. The catalyst is CCOC(C)=O. The product is [F:25][C:17]1[CH:18]=[C:19]([N+:22]([O-:24])=[O:23])[CH:20]=[CH:21][C:16]=1[N:5]1[CH2:6][CH2:7][N:2]([CH3:1])[CH2:3][CH2:4]1. The yield is 0.980. (6) The reactants are [N:1]1[C:6]2[CH:7]=[CH:8][NH:9][C:5]=2[C:4]([O:10][C:11]2[CH:16]=[CH:15][C:14]([NH2:17])=[CH:13][C:12]=2[F:18])=[N:3][CH:2]=1.[CH:19]1[CH:24]=CC(P(C2C=CC=CC=2)C2C=CC=CC=2)=C[CH:20]=1.CCOC(/N=N/C(OCC)=O)=O.C(O)(C)C.Cl. The catalyst is C1COCC1.CO.C(Cl)Cl.CCOC(C)=O.CCCCCC. The product is [F:18][C:12]1[CH:13]=[C:14]([NH2:17])[CH:15]=[CH:16][C:11]=1[O:10][C:4]1[C:5]2[N:9]([CH:19]([CH3:24])[CH3:20])[CH:8]=[CH:7][C:6]=2[N:1]=[CH:2][N:3]=1. The yield is 0.310. (7) The reactants are [CH2:1]([O:3][P:4]([C:9]1[S:10][C:11]([C:14](=O)[CH3:15])=[CH:12][CH:13]=1)(=[O:8])[O:5][CH2:6][CH3:7])[CH3:2].[NH2:17][C:18]([NH2:20])=[S:19]. The catalyst is CCO.CCOC(C)=O. The product is [CH2:1]([O:3][P:4]([C:9]1[S:10][C:11]([C:14]2[S:19][C:18]([NH2:20])=[N:17][CH:15]=2)=[CH:12][CH:13]=1)(=[O:8])[O:5][CH2:6][CH3:7])[CH3:2]. The yield is 0.159. (8) The reactants are C(Cl)CCl.[CH2:5]([C:7]1[C:15]2[C:10](=[CH:11][CH:12]=[CH:13][CH:14]=2)[NH:9][C:8]=1[CH2:16][NH:17][CH3:18])[CH3:6].Cl.[O:20]=[C:21]1[NH:30][C:29]2[N:28]=[CH:27][C:26](/[CH:31]=[CH:32]/[C:33]([OH:35])=O)=[CH:25][C:24]=2[CH2:23][CH2:22]1.C1C=CC2N(O)N=NC=2C=1.CCN(C(C)C)C(C)C. The catalyst is CN(C=O)C.O. The product is [CH2:5]([C:7]1[C:15]2[C:10](=[CH:11][CH:12]=[CH:13][CH:14]=2)[NH:9][C:8]=1[CH2:16][N:17]([CH3:18])[C:33](=[O:35])/[CH:32]=[CH:31]/[C:26]1[CH:27]=[N:28][C:29]2[NH:30][C:21](=[O:20])[CH2:22][CH2:23][C:24]=2[CH:25]=1)[CH3:6]. The yield is 0.670. (9) The reactants are [CH3:1][O:2][CH3:3].[CH2:4]([Li])CCC.[B:9]([O:14]C)([O:12]C)OC.[CH3:16][C:17]([OH:19])=O.[CH2:20]1[CH2:24][O:23][CH2:22][CH2:21]1. No catalyst specified. The product is [CH3:1][O:2][C:3]1[CH:4]=[CH:16][C:17]2[O:19][CH2:20][CH2:24][O:23][C:22]=2[C:21]=1[B:9]([OH:12])[OH:14]. The yield is 0.980. (10) The reactants are [C:1]([O:5][C:6]([N:8]1[CH2:12][CH2:11][CH2:10][CH:9]1[C:13]([OH:15])=[O:14])=[O:7])([CH3:4])([CH3:3])[CH3:2].C(N(CC)CC)C.Br[CH2:24][C:25]([C:27]1[C:36]2[C:31](=[CH:32][CH:33]=[CH:34][CH:35]=2)[C:30]([Br:37])=[CH:29][CH:28]=1)=[O:26]. The catalyst is C(#N)C. The product is [C:1]([O:5][C:6]([N:8]1[CH2:12][CH2:11][CH2:10][CH:9]1[C:13]([O:15][CH2:24][C:25]([C:27]1[C:36]2[C:31](=[CH:32][CH:33]=[CH:34][CH:35]=2)[C:30]([Br:37])=[CH:29][CH:28]=1)=[O:26])=[O:14])=[O:7])([CH3:4])([CH3:2])[CH3:3]. The yield is 0.950.